Dataset: Full USPTO retrosynthesis dataset with 1.9M reactions from patents (1976-2016). Task: Predict the reactants needed to synthesize the given product. (1) Given the product [CH2:2]([O:4][C:5]([C:7]1[C:8]2[S:16][CH:15]=[C:14]([CH2:17][O:18][C:19]3[CH:24]=[CH:23][CH:22]=[C:21]([C:25]4[N:26]=[N:27][N:28]([CH2:30][C:31]5[CH:36]=[CH:35][C:34]([O:37][CH3:38])=[CH:33][CH:32]=5)[N:29]=4)[CH:20]=3)[C:9]=2[C:10]([NH2:1])=[N:11][CH:12]=1)=[O:6])[CH3:3], predict the reactants needed to synthesize it. The reactants are: [NH3:1].[CH2:2]([O:4][C:5]([C:7]1[C:8]2[S:16][CH:15]=[C:14]([CH2:17][O:18][C:19]3[CH:24]=[CH:23][CH:22]=[C:21]([C:25]4[N:26]=[N:27][N:28]([CH2:30][C:31]5[CH:36]=[CH:35][C:34]([O:37][CH3:38])=[CH:33][CH:32]=5)[N:29]=4)[CH:20]=3)[C:9]=2[C:10](Cl)=[N:11][CH:12]=1)=[O:6])[CH3:3]. (2) Given the product [NH2:42][C:37]1[C:36]([C:31]2[CH:32]=[CH:33][CH:34]=[CH:35][N:30]=2)=[C:40]2[NH:41][C:11]([C:8]3[CH:9]=[CH:10][C:5]4[O:4][CH:3]=[C:2]([CH3:1])[C:6]=4[CH:7]=3)=[CH:12][C:13](=[O:15])[N:39]2[N:38]=1, predict the reactants needed to synthesize it. The reactants are: [CH3:1][C:2]1[C:6]2[CH:7]=[C:8]([C:11](=O)[CH2:12][C:13]([O:15]CC)=O)[CH:9]=[CH:10][C:5]=2[O:4][CH:3]=1.CC1C=CC(S(O)(=O)=O)=CC=1.[N:30]1[CH:35]=[CH:34][CH:33]=[CH:32][C:31]=1[C:36]1[C:37]([NH2:42])=[N:38][NH:39][C:40]=1[NH2:41]. (3) Given the product [Br:1][C:2]1[CH:7]=[CH:6][C:5]([NH2:8])=[CH:4][C:3]=1[O:11][CH2:12][CH3:13], predict the reactants needed to synthesize it. The reactants are: [Br:1][C:2]1[CH:7]=[CH:6][C:5]([N+:8]([O-])=O)=[CH:4][C:3]=1[O:11][CH2:12][CH3:13].[H][H]. (4) Given the product [Cl:13][C:14]1[CH:19]=[CH:18][C:17]([C:8]2[C:7]([O:11][CH2:36][CH2:35][O:34][CH3:33])=[N:6][CH:5]=[C:4]([CH:9]=2)[C:3]([NH:24][CH2:25][CH:26]2[CH2:31][CH2:30][CH2:29][CH2:28][CH:27]2[OH:32])=[O:12])=[CH:16][CH:15]=1, predict the reactants needed to synthesize it. The reactants are: CO[C:3](=[O:12])[C:4]1[CH:9]=[C:8](Br)[C:7]([OH:11])=[N:6][CH:5]=1.[Cl:13][C:14]1[CH:19]=[CH:18][C:17](B(O)O)=[CH:16][CH:15]=1.Cl.[NH2:24][CH2:25][C@@H:26]1[CH2:31][CH2:30][CH2:29][CH2:28][C@H:27]1[OH:32].[CH3:33][O:34][CH2:35][CH2:36]O. (5) Given the product [CH3:21][C:22]([CH3:25])([CH3:24])[CH2:23][N:11]([C:3]1[CH:4]=[CH:5][C:6]([N+:8]([O-:10])=[O:9])=[CH:7][C:2]=1[CH3:1])[C:12]1[S:13][CH2:14][C@H:15]([CH2:17][CH:18]([CH3:20])[CH3:19])[N:16]=1, predict the reactants needed to synthesize it. The reactants are: [CH3:1][C:2]1[CH:7]=[C:6]([N+:8]([O-:10])=[O:9])[CH:5]=[CH:4][C:3]=1[N:11]=[C:12]1[NH:16][C@@H:15]([CH2:17][CH:18]([CH3:20])[CH3:19])[CH2:14][S:13]1.[CH2:21](Br)[C:22]([CH3:25])([CH3:24])[CH3:23]. (6) Given the product [CH:31]([N:34]1[CH2:39][CH2:38][N:37]([C:19]2[CH:20]=[CH:21][C:9]3[C:8](=[O:30])[C:7]4[C:6]5[C:14](=[CH:15][C:3]([C:1]#[N:2])=[CH:4][CH:5]=5)[NH:13][C:12]=4[C:11]([CH3:16])([CH3:17])[C:10]=3[CH:18]=2)[CH2:36][CH2:35]1)([CH3:33])[CH3:32], predict the reactants needed to synthesize it. The reactants are: [C:1]([C:3]1[CH:15]=[C:14]2[C:6]([C:7]3[C:8](=[O:30])[C:9]4[CH:21]=[CH:20][C:19](OS(C(F)(F)F)(=O)=O)=[CH:18][C:10]=4[C:11]([CH3:17])([CH3:16])[C:12]=3[NH:13]2)=[CH:5][CH:4]=1)#[N:2].[CH:31]([N:34]1[CH2:39][CH2:38][NH:37][CH2:36][CH2:35]1)([CH3:33])[CH3:32].